Dataset: Reaction yield outcomes from USPTO patents with 853,638 reactions. Task: Predict the reaction yield, written as a fraction of the theoretical maximum amount of product (1.0 means a 100% yield; for example, 0.34 means a 34% yield). (1) The reactants are [CH3:1][O:2][C:3]1[CH:8]=[CH:7][C:6]([OH:9])=[C:5]([NH2:10])[CH:4]=1.C(=O)(O)[O-].[Na+].[Br:16][CH2:17][C:18](Br)=[O:19]. The catalyst is C(Cl)(Cl)Cl. The product is [Br:16][CH2:17][C:18]([NH:10][C:5]1[CH:4]=[C:3]([O:2][CH3:1])[CH:8]=[CH:7][C:6]=1[OH:9])=[O:19]. The yield is 0.770. (2) The reactants are [O:1]=[C:2]1[C@H:6]([O:7][C:8](=[O:12])[CH:9]([CH3:11])[CH3:10])[C@@H:5]([O:13][C:14](=[O:18])[CH:15]([CH3:17])[CH3:16])[C:4](=O)[O:3]1.[NH2:20][OH:21]. The catalyst is C(OCC)(=O)C. The product is [OH:21][N:20]1[C:2](=[O:1])[C@H:6]([O:7][C:8](=[O:12])[CH:9]([CH3:11])[CH3:10])[C@@H:5]([O:13][C:14](=[O:18])[CH:15]([CH3:17])[CH3:16])[C:4]1=[O:3]. The yield is 1.00. (3) The reactants are Cl.[NH2:2][C:3]1[CH2:4][CH2:5][C@@H:6]([C:8]([O:10][C:11]([CH3:14])([CH3:13])[CH3:12])=[O:9])[N:7]=1.C([O-])([O-])=O.[K+].[K+]. The catalyst is C(Cl)(Cl)Cl. The product is [NH2:2][C:3]1[CH2:4][CH2:5][C@@H:6]([C:8]([O:10][C:11]([CH3:14])([CH3:13])[CH3:12])=[O:9])[N:7]=1. The yield is 0.930. (4) The reactants are C[O:2][C:3](=[O:15])[CH2:4][C:5]1[CH:10]=[C:9]([N+:11]([O-:13])=[O:12])[CH:8]=[C:7]([Cl:14])[CH:6]=1.[OH-].[Na+]. The catalyst is CO.O. The product is [Cl:14][C:7]1[CH:6]=[C:5]([CH2:4][C:3]([OH:15])=[O:2])[CH:10]=[C:9]([N+:11]([O-:13])=[O:12])[CH:8]=1. The yield is 0.940. (5) The reactants are C(Cl)Cl.Br[C:5]1[N:10]=[C:9]([NH:11][C:12]2[CH:16]=[C:15]([C@@H:17]3[CH2:19][C@H:18]3[CH3:20])[NH:14][N:13]=2)[C:8]([Cl:21])=[CH:7][N:6]=1.[C:22]([NH:26][S:27]([C:30]1[S:34][C:33](B(O)O)=[CH:32][CH:31]=1)(=[O:29])=[O:28])([CH3:25])([CH3:24])[CH3:23]. The catalyst is O1CCOCC1.C1C=CC(P(C2C=CC=CC=2)[C-]2C=CC=C2)=CC=1.C1C=CC(P(C2C=CC=CC=2)[C-]2C=CC=C2)=CC=1.Cl[Pd]Cl.[Fe+2]. The product is [C:22]([NH:26][S:27]([C:30]1[S:34][C:33]([C:5]2[N:10]=[C:9]([NH:11][C:12]3[CH:16]=[C:15]([C@@H:17]4[CH2:19][C@H:18]4[CH3:20])[NH:14][N:13]=3)[C:8]([Cl:21])=[CH:7][N:6]=2)=[CH:32][CH:31]=1)(=[O:28])=[O:29])([CH3:25])([CH3:23])[CH3:24]. The yield is 0.630. (6) The reactants are [Cl:1][C:2]1[C:3]([NH:21][C@@H:22]2[CH2:27][CH2:26][CH2:25][CH2:24][C@H:23]2[NH:28][S:29]([CH3:32])(=[O:31])=[O:30])=[N:4][C:5]([NH:8][C:9]2[CH:10]=[CH:11][C:12]3[CH2:18][NH:17][CH2:16][CH2:15][N:14]([CH3:19])[C:13]=3[CH:20]=2)=[N:6][CH:7]=1.[C:33]([O:36][CH2:37][CH2:38]Br)(=[O:35])[CH3:34].C(N(CC)CC)C.CN(C=O)C. The catalyst is CO.ClCCl. The product is [Cl:1][C:2]1[C:3]([NH:21][C@@H:22]2[CH2:27][CH2:26][CH2:25][CH2:24][C@H:23]2[NH:28][S:29]([CH3:32])(=[O:30])=[O:31])=[N:4][C:5]([NH:8][C:9]2[CH:10]=[CH:11][C:12]3[CH2:18][N:17]([CH2:38][CH2:37][O:36][C:33](=[O:35])[CH3:34])[CH2:16][CH2:15][N:14]([CH3:19])[C:13]=3[CH:20]=2)=[N:6][CH:7]=1. The yield is 0.540. (7) The reactants are [Cl:1][C:2]1[CH:7]=[CH:6][C:5]([C:8]2[CH:13]=[CH:12][N:11]=[C:10]([CH3:14])[C:9]=2[CH2:15][OH:16])=[C:4](F)[CH:3]=1.[H-].[Na+]. The catalyst is O1CCCC1. The product is [Cl:1][C:2]1[CH:7]=[CH:6][C:5]2[C:8]3[C:9](=[C:10]([CH3:14])[N:11]=[CH:12][CH:13]=3)[CH2:15][O:16][C:4]=2[CH:3]=1. The yield is 0.730.